Dataset: Catalyst prediction with 721,799 reactions and 888 catalyst types from USPTO. Task: Predict which catalyst facilitates the given reaction. Reactant: [CH3:1][Si:2]([CH3:43])([CH3:42])[CH2:3][CH2:4][O:5][CH2:6][N:7]([CH2:34][O:35][CH2:36][CH2:37][Si:38]([CH3:41])([CH3:40])[CH3:39])[C:8]1[N:13]2[N:14]=[CH:15][C:16](I)=[C:12]2[N:11]=[C:10]([CH:18]2[CH2:23][CH2:22][N:21]([C:24]([O:26][CH2:27][C:28]3[CH:33]=[CH:32][CH:31]=[CH:30][CH:29]=3)=[O:25])[CH2:20][CH2:19]2)[CH:9]=1.[C:44]1([C:50]2[CH:55]=[CH:54][C:53](B3OC(C)(C)C(C)(C)O3)=[CH:52][N:51]=2)[CH:49]=[CH:48][CH:47]=[CH:46][CH:45]=1.C([O-])([O-])=O.[Na+].[Na+]. Product: [CH3:1][Si:2]([CH3:43])([CH3:42])[CH2:3][CH2:4][O:5][CH2:6][N:7]([CH2:34][O:35][CH2:36][CH2:37][Si:38]([CH3:41])([CH3:40])[CH3:39])[C:8]1[N:13]2[N:14]=[CH:15][C:16]([C:53]3[CH:52]=[N:51][C:50]([C:44]4[CH:49]=[CH:48][CH:47]=[CH:46][CH:45]=4)=[CH:55][CH:54]=3)=[C:12]2[N:11]=[C:10]([CH:18]2[CH2:23][CH2:22][N:21]([C:24]([O:26][CH2:27][C:28]3[CH:33]=[CH:32][CH:31]=[CH:30][CH:29]=3)=[O:25])[CH2:20][CH2:19]2)[CH:9]=1. The catalyst class is: 276.